From a dataset of Reaction yield outcomes from USPTO patents with 853,638 reactions. Predict the reaction yield, written as a fraction of the theoretical maximum amount of product (1.0 means a 100% yield; for example, 0.34 means a 34% yield). The reactants are C(N(CC)CC)C.[F:8][C:9]1[C:19]([C:20](O)=[O:21])=[CH:18][C:12]2[NH:13][C:14](=[O:17])[CH2:15][O:16][C:11]=2[C:10]=1[F:23].ClC(OCC(C)C)=O. The catalyst is C1COCC1. The product is [F:8][C:9]1[C:19]([CH2:20][OH:21])=[CH:18][C:12]2[NH:13][C:14](=[O:17])[CH2:15][O:16][C:11]=2[C:10]=1[F:23]. The yield is 0.220.